Regression/Classification. Given a drug SMILES string, predict its absorption, distribution, metabolism, or excretion properties. Task type varies by dataset: regression for continuous measurements (e.g., permeability, clearance, half-life) or binary classification for categorical outcomes (e.g., BBB penetration, CYP inhibition). Dataset: hlm. From a dataset of Human liver microsome stability data. (1) The result is 0 (unstable in human liver microsomes). The compound is COc1cccc(CN(CCN)C(=O)Nc2ccc(-c3cn[nH]c3)cc2)c1. (2) The molecule is N#Cc1ccnc(Oc2nn(C3CCC3)c3ncnc(N)c23)c1. The result is 0 (unstable in human liver microsomes). (3) The compound is N#Cc1ccc(NC(=O)c2ccc3cccnc3c2O)cc1. The result is 0 (unstable in human liver microsomes). (4) The compound is CCC(CC)CN(CCCCCCN1[C@@H]2CC[C@H]1C[C@@H](c1cccc(C(N)=O)c1)C2)C(=O)CO. The result is 1 (stable in human liver microsomes). (5) The compound is CN(C)CCC/N=C(\c1ccccc1)N(CCCN(C)C)c1ccnc2cc(Cl)ccc12. The result is 0 (unstable in human liver microsomes). (6) The molecule is CNC(=O)c1c(-c2ccc(F)cc2)oc2nc(NCC(F)(F)F)c(-c3cccc(C(=O)NC(C)(C)C)c3)cc12. The result is 0 (unstable in human liver microsomes). (7) The result is 0 (unstable in human liver microsomes). The molecule is CC[C@H](NS(=O)(=O)c1ccc(-c2sc(C(=O)NCC(C)(C)O)nc2C(=O)N2CCC(F)CC2)c(Cl)c1Cl)C(F)(F)F. (8) The molecule is C=CCON=C(NC1=NC(=O)C(=O)N1C(C)C)Nc1ccc(Cl)c(Cl)c1. The result is 0 (unstable in human liver microsomes). (9) The compound is COC(=O)Nc1ccc(-c2cc([C@H](Cc3ccc(F)cc3)NC(=O)C=Cc3cc(Cl)ccc3-n3cnnn3)nnc2Cl)cc1. The result is 1 (stable in human liver microsomes). (10) The drug is CO[C@@H]1COCC[C@@H]1N[C@@H]1CC[C@@](C(=O)N2C[C@@H]3C[C@H]2CN3C(=O)C2CCC2)(C(C)C)C1. The result is 0 (unstable in human liver microsomes).